Predict the reactants needed to synthesize the given product. From a dataset of Full USPTO retrosynthesis dataset with 1.9M reactions from patents (1976-2016). (1) Given the product [C:18]1([S:24]([N:6]2[CH:7]=[C:3]([CH:1]=[O:2])[N:4]=[CH:5]2)(=[O:26])=[O:25])[CH:23]=[CH:22][CH:21]=[CH:20][CH:19]=1, predict the reactants needed to synthesize it. The reactants are: [CH:1]([C:3]1[N:4]=[CH:5][NH:6][CH:7]=1)=[O:2].C(#N)C.C(N(CC)CC)C.[C:18]1([S:24](Cl)(=[O:26])=[O:25])[CH:23]=[CH:22][CH:21]=[CH:20][CH:19]=1. (2) Given the product [CH2:1]([O:8][CH2:9][N:10]1[C:15](=[O:16])[C:14]([Br:17])=[N:13][N:12]([CH2:40][C:35]2[C:36]3[C:31](=[C:30]([F:29])[CH:39]=[CH:38][CH:37]=3)[CH:32]=[CH:33][CH:34]=2)[C:11]1=[O:28])[C:2]1[CH:7]=[CH:6][CH:5]=[CH:4][CH:3]=1, predict the reactants needed to synthesize it. The reactants are: [CH2:1]([O:8][CH2:9][N:10]1[C:15](=[O:16])[C:14]([Br:17])=[N:13][N:12](CC(F)(F)C2C=CC=CC=2)[C:11]1=[O:28])[C:2]1[CH:7]=[CH:6][CH:5]=[CH:4][CH:3]=1.[F:29][C:30]1[CH:39]=[CH:38][CH:37]=[C:36]2[C:31]=1[CH:32]=[CH:33][CH:34]=[C:35]2[CH2:40]O. (3) Given the product [CH3:36][C:37]([NH:39][C:40]1[S:44][C:43]([S:45]([NH2:48])(=[O:47])=[O:46])=[N:42][N:41]=1)=[O:38], predict the reactants needed to synthesize it. The reactants are: C1C(S(N)(=O)=O)=C(Cl)C(Cl)=CC=1S(N)(=O)=O.CCN[C@@H]1C2C=C(S(N)(=O)=O)SC=2S(=O)(=O)[C@@H](C)C1.[CH3:36][C:37](/[N:39]=[C:40]1\[N:41](C)[N:42]=[C:43]([S:45]([NH2:48])(=[O:47])=[O:46])[S:44]\1)=[O:38].CC(CN[C@@H]1C2C=C(S(N)(=O)=O)SC=2S(=O)(=O)CC1)C.C1C(NC(OCCO)=O)=CC=C(S(N)(=O)=O)C=1.